From a dataset of Full USPTO retrosynthesis dataset with 1.9M reactions from patents (1976-2016). Predict the reactants needed to synthesize the given product. Given the product [ClH:46].[ClH:46].[ClH:46].[F:44][C:41]([F:42])([F:43])[C:37]1[CH:36]=[C:35]([C:33]2[CH:32]=[CH:31][C:29]3[NH:30][C:26]([NH:25][C:24]([C:22]4[N:23]=[C:19]5[CH:18]=[CH:17][CH:16]=[C:15]([O:14][CH:11]6[CH2:12][CH2:13][NH:8][CH2:9][CH2:10]6)[N:20]5[CH:21]=4)=[O:45])=[N:27][C:28]=3[CH:34]=2)[CH:40]=[CH:39][CH:38]=1, predict the reactants needed to synthesize it. The reactants are: C(OC([N:8]1[CH2:13][CH2:12][CH:11]([O:14][C:15]2[N:20]3[CH:21]=[C:22]([C:24](=[O:45])[NH:25][C:26]4[NH:30][C:29]5[CH:31]=[CH:32][C:33]([C:35]6[CH:40]=[CH:39][CH:38]=[C:37]([C:41]([F:44])([F:43])[F:42])[CH:36]=6)=[CH:34][C:28]=5[N:27]=4)[N:23]=[C:19]3[CH:18]=[CH:17][CH:16]=2)[CH2:10][CH2:9]1)=O)(C)(C)C.[ClH:46].